Dataset: Full USPTO retrosynthesis dataset with 1.9M reactions from patents (1976-2016). Task: Predict the reactants needed to synthesize the given product. Given the product [OH:17][C:18]1[CH:31]=[CH:30][C:21]2[CH:22]([CH2:25][C:26]([O:28][CH3:29])=[O:27])[CH2:23][O:24][C:20]=2[CH:19]=1, predict the reactants needed to synthesize it. The reactants are: C[C@H]1P(CCP2[C@H](C)CC[C@H]2C)[C@H](C)CC1.[OH:17][C:18]1[CH:31]=[CH:30][C:21]2[C:22]([CH2:25][C:26]([O:28][CH3:29])=[O:27])=[CH:23][O:24][C:20]=2[CH:19]=1.[H][H].